From a dataset of Forward reaction prediction with 1.9M reactions from USPTO patents (1976-2016). Predict the product of the given reaction. (1) The product is: [CH2:12]([O:1][C:2]1[CH:9]=[CH:8][C:5]([C:6]#[N:7])=[CH:4][CH:3]=1)[C:13]1[CH:18]=[CH:17][CH:16]=[CH:15][CH:14]=1. Given the reactants [OH:1][C:2]1[CH:9]=[CH:8][C:5]([C:6]#[N:7])=[CH:4][CH:3]=1.[OH-].[K+].[CH2:12](Cl)[C:13]1[CH:18]=[CH:17][CH:16]=[CH:15][CH:14]=1, predict the reaction product. (2) Given the reactants C(OC([N:8]1[CH2:13][CH2:12][N:11]([CH2:14][CH2:15][N:16]2[CH:20]([CH3:21])[C:19]3[CH:22]=[C:23]([C:26]4[C:34]5[C:29](=[CH:30][C:31]([F:35])=[CH:32][CH:33]=5)[N:28](C(OC(C)(C)C)=O)[CH:27]=4)[CH:24]=[CH:25][C:18]=3[S:17]2(=[O:44])=[O:43])[C:10](=[O:45])[CH2:9]1)=O)(C)(C)C, predict the reaction product. The product is: [F:35][C:31]1[CH:30]=[C:29]2[C:34]([C:26]([C:23]3[CH:24]=[CH:25][C:18]4[S:17](=[O:44])(=[O:43])[N:16]([CH2:15][CH2:14][N:11]5[CH2:12][CH2:13][NH:8][CH2:9][C:10]5=[O:45])[CH:20]([CH3:21])[C:19]=4[CH:22]=3)=[CH:27][NH:28]2)=[CH:33][CH:32]=1. (3) Given the reactants [N:1]1[C:10]2[C:5](=[CH:6][CH:7]=[C:8]([C:11]([O:13][CH3:14])=[O:12])[CH:9]=2)[CH:4]=[CH:3][CH:2]=1.ClC1C=C(C=CC=1)C(OO)=[O:20], predict the reaction product. The product is: [CH3:14][O:13][C:11]([C:8]1[CH:9]=[C:10]2[C:5]([CH:4]=[CH:3][CH:2]=[N+:1]2[O-:20])=[CH:6][CH:7]=1)=[O:12]. (4) Given the reactants [F:1][C:2]1[CH:9]=[CH:8][C:5]([CH:6]=O)=[CH:4][CH:3]=1.[NH2:10][C:11]1[CH:12]=[CH:13][C:14]([S:17][CH3:18])=[N:15][CH:16]=1.C(O[BH-](OC(=O)C)OC(=O)C)(=O)C.[Na+], predict the reaction product. The product is: [CH3:18][S:17][C:14]1[CH:13]=[CH:12][C:11]([NH:10][CH2:6][C:5]2[CH:8]=[CH:9][C:2]([F:1])=[CH:3][CH:4]=2)=[CH:16][N:15]=1. (5) Given the reactants [C:1]([O:5][C:6]([NH:8][C@@H:9]([CH2:12][C:13]1[CH:18]=[CH:17][CH:16]=[CH:15][CH:14]=1)[CH:10]=O)=[O:7])([CH3:4])([CH3:3])[CH3:2].[C:19]([CH:24]=P(C1C=CC=CC=1)(C1C=CC=CC=1)C1C=CC=CC=1)([O:21][CH2:22][CH3:23])=[O:20], predict the reaction product. The product is: [C:1]([O:5][C:6]([NH:8][C@@H:9]([CH2:12][C:13]1[CH:18]=[CH:17][CH:16]=[CH:15][CH:14]=1)/[CH:10]=[CH:24]/[C:19]([O:21][CH2:22][CH3:23])=[O:20])=[O:7])([CH3:4])([CH3:3])[CH3:2].